Dataset: NCI-60 drug combinations with 297,098 pairs across 59 cell lines. Task: Regression. Given two drug SMILES strings and cell line genomic features, predict the synergy score measuring deviation from expected non-interaction effect. Drug 1: C1CC2CC3=C(CC1C24CN(S(=O)(=O)N4)CC(F)(F)F)C=CC(=C3)C=CCN5CCC(CC5)C(F)(F)F. Drug 2: C1CC(CCC1OC2=C(C(=CC=C2)Cl)F)(CC3=NC(=CC=C3)NC4=NC=CS4)C(=O)O. Cell line: T-47D. Synergy scores: CSS=21.7, Synergy_ZIP=-6.58, Synergy_Bliss=-4.55, Synergy_Loewe=-0.220, Synergy_HSA=1.79.